From a dataset of Forward reaction prediction with 1.9M reactions from USPTO patents (1976-2016). Predict the product of the given reaction. (1) Given the reactants Cl[C:2]1[C:7]([C:8]#[N:9])=[CH:6][N:5]=[C:4]2[S:10][C:11]([I:13])=[CH:12][C:3]=12.CN(C=O)C.[F-:19].[Cs+], predict the reaction product. The product is: [F:19][C:2]1[C:7]([C:8]#[N:9])=[CH:6][N:5]=[C:4]2[S:10][C:11]([I:13])=[CH:12][C:3]=12. (2) Given the reactants [NH:1]1[CH2:6][CH2:5][NH:4][CH2:3][CH2:2]1.Br[C:8]1[CH:20]=[CH:19][CH:18]=[CH:17][C:9]=1[C:10]([N:12]([CH2:15][CH3:16])[CH2:13][CH3:14])=[O:11].C1C=CC(P(C2C(C3C(P(C4C=CC=CC=4)C4C=CC=CC=4)=CC=C4C=3C=CC=C4)=C3C(C=CC=C3)=CC=2)C2C=CC=CC=2)=CC=1.C(=O)([O-])[O-].[Cs+].[Cs+], predict the reaction product. The product is: [CH2:15]([N:12]([CH2:13][CH3:14])[C:10]([C:9]1[CH:17]=[CH:18][CH:19]=[CH:20][C:8]=1[N:1]1[CH2:6][CH2:5][NH:4][CH2:3][CH2:2]1)=[O:11])[CH3:16]. (3) The product is: [N:26]1[O:28][N:38]=[C:24]2[CH:25]=[C:20]([CH2:19][CH2:18][N:8]3[CH2:9][CH2:10][NH:11][CH2:12][C:13]3=[O:14])[CH:21]=[CH:22][C:23]=12. Given the reactants C(OC([N:8]([CH2:18][CH2:19][C:20]1[CH:25]=[CH:24][C:23]([N+:26]([O-:28])=O)=[CH:22][CH:21]=1)[CH2:9][CH2:10][NH:11][CH2:12][C:13](OCC)=[O:14])=O)(C)(C)C.Cl.O1CCOCC1.CC[N:38](C(C)C)C(C)C, predict the reaction product. (4) Given the reactants [Br:1][C:2]1[CH:7]=[C:6]([F:8])[CH:5]=[CH:4][C:3]=1[CH:9]1[C:14]([C:15]([O:17][CH2:18][CH3:19])=[O:16])=[C:13]([CH3:20])[NH:12][C:11]([C:21]2[S:22][C:23]([CH3:26])=[N:24][N:25]=2)=[N:10]1.C1C(=O)N([Br:34])C(=O)C1, predict the reaction product. The product is: [Br:1][C:2]1[CH:7]=[C:6]([F:8])[CH:5]=[CH:4][C:3]=1[CH:9]1[C:14]([C:15]([O:17][CH2:18][CH3:19])=[O:16])=[C:13]([CH2:20][Br:34])[NH:12][C:11]([C:21]2[S:22][C:23]([CH3:26])=[N:24][N:25]=2)=[N:10]1. (5) Given the reactants C1(S([N:10]2[C:18]3[C:13](=[CH:14][C:15]([C:19]4[CH:24]=[C:23]([C:25]5[O:26][CH:27]=[CH:28][N:29]=5)[CH:22]=[CH:21][C:20]=4[CH3:30])=[CH:16][CH:17]=3)[CH:12]=[C:11]2[C:31]2[C:36]([F:37])=[CH:35][CH:34]=[CH:33][C:32]=2[F:38])(=O)=O)C=CC=CC=1.C([O-])([O-])=O.[Cs+].[Cs+], predict the reaction product. The product is: [F:37][C:36]1[CH:35]=[CH:34][CH:33]=[C:32]([F:38])[C:31]=1[C:11]1[NH:10][C:18]2[C:13]([CH:12]=1)=[CH:14][C:15]([C:19]1[CH:24]=[C:23]([C:25]3[O:26][CH:27]=[CH:28][N:29]=3)[CH:22]=[CH:21][C:20]=1[CH3:30])=[CH:16][CH:17]=2. (6) Given the reactants C1(C)C=CC(S(O)(=O)=O)=CC=1.[CH2:12]([N:16]1[CH:20]=[C:19]([C:21]([CH3:24])([CH3:23])[CH3:22])[S:18][C:17]1=[NH:25])[CH2:13][C:14]#[CH:15].[F:26][C:27]1[CH:35]=[CH:34][C:33]([C:36]([F:39])([F:38])[F:37])=[CH:32][C:28]=1[C:29](Cl)=[O:30].C(N(CC)CC)C, predict the reaction product. The product is: [C:21]([C:19]1[S:18]/[C:17](=[N:25]\[C:29](=[O:30])[C:28]2[CH:32]=[C:33]([C:36]([F:37])([F:38])[F:39])[CH:34]=[CH:35][C:27]=2[F:26])/[N:16]([CH2:12][CH2:13][C:14]#[CH:15])[CH:20]=1)([CH3:22])([CH3:24])[CH3:23]. (7) The product is: [CH:1]1[C:6]2[CH2:7][C@H:8]3[N:13]([CH2:14][CH:15]4[CH2:17][CH2:16]4)[CH2:12][CH2:11][C@:10]45[C@H:18]([C:20]([CH2:22][CH2:23][C@@:9]34[OH:24])=[O:21])[O:19][C:4]([C:5]=25)=[C:3]([OH:25])[CH:2]=1.[ClH:26].[CH2:27]=[C:28]1[C@@H:41]2[O:42][C:38]3[C:39]4[C@:40]52[CH2:43][CH2:44][N:45]([CH2:46][CH:47]2[CH2:49][CH2:48]2)[C@H:32]([CH2:33][C:34]=4[CH:35]=[CH:36][C:37]=3[OH:50])[C@:31]5([OH:51])[CH2:30][CH2:29]1. Given the reactants [CH:1]1[C:6]2[CH2:7][C@H:8]3[N:13]([CH2:14][CH:15]4[CH2:17][CH2:16]4)[CH2:12][CH2:11][C@:10]45[C@H:18]([C:20]([CH2:22][CH2:23][C@@:9]34[OH:24])=[O:21])[O:19][C:4]([C:5]=25)=[C:3]([OH:25])[CH:2]=1.[ClH:26].[CH2:27]=[C:28]1[C@@H:41]2[O:42][C:38]3[C:39]4[C@:40]52[CH2:43][CH2:44][N:45]([CH2:46][CH:47]2[CH2:49][CH2:48]2)[C@H:32]([CH2:33][C:34]=4[CH:35]=[CH:36][C:37]=3[OH:50])[C@:31]5([OH:51])[CH2:30][CH2:29]1, predict the reaction product.